Dataset: Catalyst prediction with 721,799 reactions and 888 catalyst types from USPTO. Task: Predict which catalyst facilitates the given reaction. Product: [Cl:1][C:2]1[C:7]2[CH:8]=[N:9][S:10][C:6]=2[C:5]([NH2:11])=[CH:4][CH:3]=1. Reactant: [Cl:1][C:2]1[C:7]2[CH:8]=[N:9][S:10][C:6]=2[C:5]([N+:11]([O-])=O)=[CH:4][CH:3]=1.O. The catalyst class is: 180.